Dataset: Peptide-MHC class I binding affinity with 185,985 pairs from IEDB/IMGT. Task: Regression. Given a peptide amino acid sequence and an MHC pseudo amino acid sequence, predict their binding affinity value. This is MHC class I binding data. (1) The binding affinity (normalized) is 0. The MHC is HLA-A01:01 with pseudo-sequence HLA-A01:01. The peptide sequence is RYKLEGYAF. (2) The peptide sequence is CAGGYYDVY. The MHC is HLA-A24:02 with pseudo-sequence HLA-A24:02. The binding affinity (normalized) is 0. (3) The peptide sequence is GLQGIYVLV. The MHC is HLA-B58:01 with pseudo-sequence HLA-B58:01. The binding affinity (normalized) is 0.213. (4) The peptide sequence is LSEEIGLDL. The MHC is HLA-B27:05 with pseudo-sequence HLA-B27:05. The binding affinity (normalized) is 0.0847.